Dataset: Catalyst prediction with 721,799 reactions and 888 catalyst types from USPTO. Task: Predict which catalyst facilitates the given reaction. (1) Product: [CH3:1][C:2]([O:4][C:16]([NH:18][CH2:19][C:22]([OH:24])=[O:23])=[O:17])([CH3:5])[CH3:3]. The catalyst class is: 7. Reactant: [CH3:1][C:2]([CH3:5])([O-:4])[CH3:3].[K+].C(NC[C:16]([NH:18][C@H:19]([C:22]([O-:24])=[O:23])CO)=[O:17])(OC(C)(C)C)=O.S(O[C@H]1CC[C@@]2(C)C(=CC[C@@H]3[C@@H]2CC[C@@]2(C)[C@H]3CC[C@@H]2[C@H](C)CCCC(C)C)C1)(=O)(=O)C. (2) Reactant: [NH2:1][C:2]1[CH:3]=[C:4]2[C:8](=[CH:9][CH:10]=1)[NH:7][C:6]([C:11]([O:13][C:14]([CH3:17])([CH3:16])[CH3:15])=[O:12])=[CH:5]2.[C:18]([C:21]1[CH:29]=[CH:28][C:24]([C:25](O)=[O:26])=[CH:23][CH:22]=1)(=[O:20])[CH3:19].CN(C(ON1N=NC2C=CC=CC1=2)=[N+](C)C)C.[B-](F)(F)(F)F.C(N(C(C)C)CC)(C)C. Product: [C:18]([C:21]1[CH:29]=[CH:28][C:24]([C:25]([NH:1][C:2]2[CH:3]=[C:4]3[C:8](=[CH:9][CH:10]=2)[NH:7][C:6]([C:11]([O:13][C:14]([CH3:17])([CH3:16])[CH3:15])=[O:12])=[CH:5]3)=[O:26])=[CH:23][CH:22]=1)(=[O:20])[CH3:19]. The catalyst class is: 3. (3) Reactant: Br[C:2]1[N:3]([CH2:20][CH3:21])[C:4]([C:13]2[CH:18]=[CH:17][C:16]([Cl:19])=[CH:15][CH:14]=2)=[C:5]([C:7]2[CH:12]=[CH:11][N:10]=[CH:9][CH:8]=2)[N:6]=1.[CH2:22]([C:24]([CH2:26][CH3:27])=[O:25])[CH3:23]. Product: [Cl:19][C:16]1[CH:17]=[CH:18][C:13]([C:4]2[N:3]([CH2:20][CH3:21])[C:2]([C:24]([OH:25])([CH2:26][CH3:27])[CH2:22][CH3:23])=[N:6][C:5]=2[C:7]2[CH:12]=[CH:11][N:10]=[CH:9][CH:8]=2)=[CH:14][CH:15]=1. The catalyst class is: 7. (4) Reactant: [C:1]([C:3]1[CH:4]=[C:5]([C:19]([OH:21])=O)[C:6]2[CH:7]=[N:8][N:9]([C:12]3[CH:17]=[CH:16][C:15]([F:18])=[CH:14][CH:13]=3)[C:10]=2[CH:11]=1)#[N:2].C1CN([P+](ON2N=NC3C=CC=CC2=3)(N2CCCC2)N2CCCC2)CC1.F[P-](F)(F)(F)(F)F.C(N(CC)CC)C.[NH2:62][CH2:63][C:64]1[CH:69]=[CH:68][C:67]([S:70]([NH:73][CH:74]2[CH2:79][CH2:78][N:77]([CH3:80])[CH2:76][CH2:75]2)(=[O:72])=[O:71])=[CH:66][CH:65]=1. Product: [CH3:80][N:77]1[CH2:76][CH2:75][CH:74]([NH:73][S:70]([C:67]2[CH:68]=[CH:69][C:64]([CH2:63][NH:62][C:19]([C:5]3[C:6]4[CH:7]=[N:8][N:9]([C:12]5[CH:17]=[CH:16][C:15]([F:18])=[CH:14][CH:13]=5)[C:10]=4[CH:11]=[C:3]([C:1]#[N:2])[CH:4]=3)=[O:21])=[CH:65][CH:66]=2)(=[O:72])=[O:71])[CH2:79][CH2:78]1. The catalyst class is: 384. (5) Reactant: N[C@@H]1C2C(=CC=CC=2)C[C@@H]1O.[F:12][C:13]1[CH:18]=[CH:17][C:16]([C:19]2[C:28]([C:29](=[O:41])[C:30]3[CH:35]=[CH:34][C:33]([O:36][C:37]([F:40])([F:39])[F:38])=[CH:32][CH:31]=3)=[C:27]([CH:42]([CH3:44])[CH3:43])[CH:26]=[C:25]3[C:20]=2[C:21](=[O:47])[CH2:22][C:23]([CH3:46])([CH3:45])[O:24]3)=[CH:15][CH:14]=1.CO. Product: [F:12][C:13]1[CH:14]=[CH:15][C:16]([C:19]2[C:28]([C:29]([C:30]3[CH:35]=[CH:34][C:33]([O:36][C:37]([F:38])([F:39])[F:40])=[CH:32][CH:31]=3)=[O:41])=[C:27]([CH:42]([CH3:43])[CH3:44])[CH:26]=[C:25]3[C:20]=2[C@@H:21]([OH:47])[CH2:22][C:23]([CH3:45])([CH3:46])[O:24]3)=[CH:17][CH:18]=1. The catalyst class is: 7.